This data is from Forward reaction prediction with 1.9M reactions from USPTO patents (1976-2016). The task is: Predict the product of the given reaction. (1) Given the reactants Cl[C:2]1[N:7]=[CH:6][N:5]=[C:4]([NH:8][C:9]2[CH:10]=[C:11]([CH:24]=[CH:25][CH:26]=2)[CH2:12][N:13]2[C:21](=[O:22])[C:20]3[C:15](=[CH:16][CH:17]=[CH:18][CH:19]=3)[C:14]2=[O:23])[CH:3]=1.[CH3:27][O:28][C:29]1[CH:34]=[CH:33][CH:32]=[CH:31][C:30]=1B(O)O.[O-]P([O-])([O-])=O.[K+].[K+].[K+], predict the reaction product. The product is: [CH3:27][O:28][C:29]1[CH:34]=[CH:33][CH:32]=[CH:31][C:30]=1[C:2]1[N:7]=[CH:6][N:5]=[C:4]([NH:8][C:9]2[CH:10]=[C:11]([CH:24]=[CH:25][CH:26]=2)[CH2:12][N:13]2[C:21](=[O:22])[C:20]3[C:15](=[CH:16][CH:17]=[CH:18][CH:19]=3)[C:14]2=[O:23])[CH:3]=1. (2) Given the reactants [CH2:1]([O:8][C:9]([N:11]1[CH2:15][C@H:14]([OH:16])[C@@H:13]([CH2:17]O)[CH2:12]1)=[O:10])[C:2]1[CH:7]=[CH:6][CH:5]=[CH:4][CH:3]=1.C1(P(C2C=CC=CC=2)C2C=CC=CC=2)C=CC=CC=1.C(Br)(Br)(Br)[Br:39].CO, predict the reaction product. The product is: [CH2:1]([O:8][C:9]([N:11]1[CH2:15][C@H:14]([OH:16])[C@@H:13]([CH2:17][Br:39])[CH2:12]1)=[O:10])[C:2]1[CH:7]=[CH:6][CH:5]=[CH:4][CH:3]=1. (3) Given the reactants [CH3:1][O:2][C:3]1[CH:10]=[C:9]([O:11][CH3:12])[CH:8]=[CH:7][C:4]=1[CH2:5][NH2:6].N1C=CC=CC=1.[F:19][C:20]1[CH:21]=[C:22]([S:27](Cl)(=[O:29])=[O:28])[CH:23]=[CH:24][C:25]=1[F:26].Cl, predict the reaction product. The product is: [CH3:1][O:2][C:3]1[CH:10]=[C:9]([O:11][CH3:12])[CH:8]=[CH:7][C:4]=1[CH2:5][NH:6][S:27]([C:22]1[CH:23]=[CH:24][C:25]([F:26])=[C:20]([F:19])[CH:21]=1)(=[O:29])=[O:28].